This data is from Forward reaction prediction with 1.9M reactions from USPTO patents (1976-2016). The task is: Predict the product of the given reaction. (1) Given the reactants Br.Br[C:3]1[S:7][C:6]2=[N:8][CH2:9][CH2:10][N:5]2[C:4]=1[C:11]1[C:20]2[C:15](=[CH:16][CH:17]=[CH:18][CH:19]=2)[CH:14]=[CH:13][CH:12]=1.C([Mg]Cl)C.[CH3:25][S:26]SC, predict the reaction product. The product is: [CH3:25][S:26][C:3]1[S:7][C:6]2=[N:8][CH2:9][CH2:10][N:5]2[C:4]=1[C:11]1[C:20]2[C:15](=[CH:16][CH:17]=[CH:18][CH:19]=2)[CH:14]=[CH:13][CH:12]=1. (2) Given the reactants [Cl:1][C:2]1[CH:7]=[CH:6][C:5]([CH:8]2CCN[C:11](=[O:15])[C:10]3[S:16][C:17]([I:19])=[CH:18][C:9]2=3)=[CH:4][CH:3]=1.[Li+].C[Si]([N-:25][Si](C)(C)C)(C)C.[CH3:30][CH2:31][CH2:32]CCC.CI, predict the reaction product. The product is: [Cl:1][C:2]1[CH:3]=[CH:4][C:5]([CH:8]2[NH:25][CH2:32][CH:31]([CH3:30])[C:11](=[O:15])[C:10]3[S:16][C:17]([I:19])=[CH:18][C:9]2=3)=[CH:6][CH:7]=1. (3) Given the reactants [CH2:1]([C:4]1[CH:9]=[CH:8][C:7]([N:10]2[C:18]3[CH2:17][CH2:16][C:15]4[CH:19]=[C:20]([OH:23])[CH:21]=[CH:22][C:14]=4[C:13]=3[CH:12]=[N:11]2)=[CH:6][CH:5]=1)[CH2:2][CH3:3].[F:24][C:25]([F:38])([F:37])[S:26](O[S:26]([C:25]([F:38])([F:37])[F:24])(=[O:28])=[O:27])(=[O:28])=[O:27], predict the reaction product. The product is: [F:24][C:25]([F:38])([F:37])[S:26]([O:23][C:20]1[CH:21]=[CH:22][C:14]2[C:13]3[CH:12]=[N:11][N:10]([C:7]4[CH:6]=[CH:5][C:4]([CH2:1][CH2:2][CH3:3])=[CH:9][CH:8]=4)[C:18]=3[CH2:17][CH2:16][C:15]=2[CH:19]=1)(=[O:28])=[O:27]. (4) Given the reactants [C:1]([O:4]CC)(=[O:3])[CH3:2].[Cl:7][C:8]1[CH:13]=[CH:12][CH:11]=[CH:10][C:9]=1[C:14]1[CH:15]=[C:16]([NH2:19])[NH:17][N:18]=1.[C:20](=[NH:25])(OCC)[CH3:21], predict the reaction product. The product is: [C:1]([OH:4])(=[O:3])[CH3:2].[Cl:7][C:8]1[CH:13]=[CH:12][CH:11]=[CH:10][C:9]=1[C:14]1[CH:15]=[C:16]([NH:19][C:20](=[NH:25])[CH3:21])[NH:17][N:18]=1. (5) Given the reactants Br[CH2:2][C:3]([C:5]1[N:6]=[C:7]([CH2:10][C:11]2[CH:16]=[C:15]([Cl:17])[CH:14]=[CH:13][C:12]=2[O:18][CH2:19][C:20]2[CH:25]=[CH:24][CH:23]=[CH:22][CH:21]=2)[S:8][CH:9]=1)=O.[NH2:26][C:27]1[CH:32]=[CH:31][CH:30]=[CH:29][N:28]=1, predict the reaction product. The product is: [Cl:17][C:15]1[CH:14]=[CH:13][C:12]([O:18][CH2:19][C:20]2[CH:25]=[CH:24][CH:23]=[CH:22][CH:21]=2)=[C:11]([CH2:10][C:7]2[S:8][CH:9]=[C:5]([C:3]3[N:26]=[C:27]4[CH:32]=[CH:31][CH:30]=[CH:29][N:28]4[CH:2]=3)[N:6]=2)[CH:16]=1. (6) Given the reactants C([O:3][C:4]([C:6]1[CH:7]=[N:8][N:9]([C:11]2[N:19]=[C:18]3[C:14]([N:15]=[CH:16][N:17]3[C@@H:20]3[CH2:24][C@H:23]([NH:25][C:26](=[O:29])[CH2:27][CH3:28])[C@@H:22]([OH:30])[C@H:21]3[OH:31])=[C:13]([NH:32][CH2:33][CH:34]([C:41]3[CH:46]=[CH:45][CH:44]=[CH:43][CH:42]=3)[C:35]3[CH:40]=[CH:39][CH:38]=[CH:37][CH:36]=3)[N:12]=2)[CH:10]=1)=O)C.[CH3:47][NH2:48], predict the reaction product. The product is: [CH3:47][NH:48][C:4]([C:6]1[CH:7]=[N:8][N:9]([C:11]2[N:19]=[C:18]3[C:14]([N:15]=[CH:16][N:17]3[C@@H:20]3[CH2:24][C@H:23]([NH:25][C:26](=[O:29])[CH2:27][CH3:28])[C@@H:22]([OH:30])[C@H:21]3[OH:31])=[C:13]([NH:32][CH2:33][CH:34]([C:35]3[CH:36]=[CH:37][CH:38]=[CH:39][CH:40]=3)[C:41]3[CH:42]=[CH:43][CH:44]=[CH:45][CH:46]=3)[N:12]=2)[CH:10]=1)=[O:3]. (7) Given the reactants [F:1][C:2]1[CH:11]=[C:10]2[C:5]([CH2:6][CH2:7][C:8](=[O:13])[N:9]2[CH3:12])=[CH:4][C:3]=1[C:14]1[C:15]([CH3:28])=[C:16]([CH2:20][NH:21][S@@](C(C)(C)C)=O)[CH:17]=[N:18][CH:19]=1.[ClH:29], predict the reaction product. The product is: [ClH:29].[NH2:21][CH2:20][C:16]1[C:15]([CH3:28])=[C:14]([C:3]2[CH:4]=[C:5]3[C:10](=[CH:11][C:2]=2[F:1])[N:9]([CH3:12])[C:8](=[O:13])[CH2:7][CH2:6]3)[CH:19]=[N:18][CH:17]=1.